Task: Predict the product of the given reaction.. Dataset: Forward reaction prediction with 1.9M reactions from USPTO patents (1976-2016) (1) The product is: [O:32]=[C:28]1[CH2:27][C:26]2[C:30](=[CH:31][C:23]([C:21]([C:20]3[CH:19]=[CH:18][C:17]([NH:16][C:8]([C:7]4[N:3]([CH2:1][CH3:2])[N:4]=[C:5]([CH3:11])[CH:6]=4)=[O:10])=[CH:34][CH:33]=3)=[O:22])=[CH:24][CH:25]=2)[NH:29]1. Given the reactants [CH2:1]([N:3]1[C:7]([C:8]([OH:10])=O)=[CH:6][C:5]([CH3:11])=[N:4]1)[CH3:2].S(Cl)(Cl)=O.[NH2:16][C:17]1[CH:34]=[CH:33][C:20]([C:21]([C:23]2[CH:31]=[C:30]3[C:26]([CH2:27][C:28](=[O:32])[NH:29]3)=[CH:25][CH:24]=2)=[O:22])=[CH:19][CH:18]=1, predict the reaction product. (2) Given the reactants [O:1]=[C:2]1[CH2:5][CH:4]([CH2:6][C:7]([O:9][C:10]([CH3:13])([CH3:12])[CH3:11])=[O:8])[CH2:3]1.[CH3:14][Mg+].[Br-], predict the reaction product. The product is: [OH:1][C:2]1([CH3:14])[CH2:3][CH:4]([CH2:6][C:7]([O:9][C:10]([CH3:13])([CH3:12])[CH3:11])=[O:8])[CH2:5]1. (3) Given the reactants [F:1][C:2]([F:12])([F:11])[CH2:3]/[CH:4]=[CH:5]/[C:6]([O:8][CH2:9][CH3:10])=[O:7].C(O)(C(F)(F)F)=O.[CH2:20]([N:27]([CH2:33]O)[CH2:28][Si](C)(C)C)[C:21]1[CH:26]=[CH:25][CH:24]=[CH:23][CH:22]=1, predict the reaction product. The product is: [CH2:20]([N:27]1[CH2:33][C@@H:4]([CH2:3][C:2]([F:11])([F:12])[F:1])[C@H:5]([C:6]([O:8][CH2:9][CH3:10])=[O:7])[CH2:28]1)[C:21]1[CH:26]=[CH:25][CH:24]=[CH:23][CH:22]=1. (4) The product is: [Si:12]([O:19][CH2:20][CH2:21][N:22]([C:23]1[CH:24]=[C:25]2[C:29](=[C:30]([CH:32]3[CH2:34][CH2:33]3)[CH:31]=1)[N:28]([C:35]1[CH:36]=[N:37][C:38]([CH3:41])=[CH:39][CH:40]=1)[CH:27]=[CH:26]2)[C:8]([C:7]1[C:6]([Cl:11])=[N:5][CH:4]=[N:3][C:2]=1[Cl:1])=[O:9])([C:15]([CH3:18])([CH3:17])[CH3:16])([CH3:14])[CH3:13]. Given the reactants [Cl:1][C:2]1[C:7]([C:8](Cl)=[O:9])=[C:6]([Cl:11])[N:5]=[CH:4][N:3]=1.[Si:12]([O:19][CH2:20][CH2:21][NH:22][C:23]1[CH:24]=[C:25]2[C:29](=[C:30]([CH:32]3[CH2:34][CH2:33]3)[CH:31]=1)[N:28]([C:35]1[CH:36]=[N:37][C:38]([CH3:41])=[CH:39][CH:40]=1)[CH:27]=[CH:26]2)([C:15]([CH3:18])([CH3:17])[CH3:16])([CH3:14])[CH3:13].C(N(CC)CC)C, predict the reaction product. (5) Given the reactants [C:1]([C:3]1[CH:8]=[CH:7][C:6]([CH2:9][CH:10]([CH:16]=[O:17])[C:11](OCC)=O)=[CH:5][CH:4]=1)#[N:2].[NH2:18][C:19]([NH2:21])=[S:20], predict the reaction product. The product is: [O:17]=[C:16]1[C:10]([CH2:9][C:6]2[CH:7]=[CH:8][C:3]([C:1]#[N:2])=[CH:4][CH:5]=2)=[CH:11][NH:21][C:19](=[S:20])[NH:18]1. (6) Given the reactants [F:1][C:2]1[CH:9]=[CH:8][C:5]([CH:6]=O)=[CH:4][CH:3]=1.[CH3:10][C:11](=[O:13])[CH3:12].[OH-].[Na+], predict the reaction product. The product is: [F:1][C:2]1[CH:9]=[CH:8][C:5](/[CH:6]=[CH:10]/[C:11](=[O:13])[CH3:12])=[CH:4][CH:3]=1.